Dataset: CYP1A2 inhibition data for predicting drug metabolism from PubChem BioAssay. Task: Regression/Classification. Given a drug SMILES string, predict its absorption, distribution, metabolism, or excretion properties. Task type varies by dataset: regression for continuous measurements (e.g., permeability, clearance, half-life) or binary classification for categorical outcomes (e.g., BBB penetration, CYP inhibition). Dataset: cyp1a2_veith. (1) The drug is O=C(N/N=C/c1cccc(Oc2ccccc2)c1)c1cccc(Br)c1. The result is 1 (inhibitor). (2) The drug is O=C(O)COCCN1CCN([C@@H](c2ccccc2)c2ccc(Cl)cc2)CC1. The result is 0 (non-inhibitor). (3) The molecule is O=S1(=O)CCN(CCc2cn(Cc3ccc(C(F)(F)F)cc3)c3ccccc23)CC1. The result is 1 (inhibitor). (4) The molecule is COc1ccccc1N(CC(=O)NCC1CCCO1)C(=O)CNS(=O)(=O)c1ccc(C)cc1. The result is 0 (non-inhibitor). (5) The molecule is COc1ccc(CNc2ccnc(-c3cccc(NS(C)(=O)=O)c3)n2)c(OC)c1. The result is 1 (inhibitor).